Dataset: Full USPTO retrosynthesis dataset with 1.9M reactions from patents (1976-2016). Task: Predict the reactants needed to synthesize the given product. (1) Given the product [CH3:10][N:9]([CH3:11])[C:8]1[CH:12]=[CH:13][C:5]([CH2:4][CH2:3][N:18]2[C:17](=[O:19])[C:16]3=[CH:20][CH:21]=[CH:22][CH:23]=[C:15]3[C:14]2=[O:24])=[CH:6][CH:7]=1, predict the reactants needed to synthesize it. The reactants are: Cl.Cl[CH2:3][CH2:4][C:5]1[CH:13]=[CH:12][C:8]([N:9]([CH3:11])[CH3:10])=[CH:7][CH:6]=1.[C:14]1(=[O:24])[NH:18][C:17](=[O:19])[C:16]2=[CH:20][CH:21]=[CH:22][CH:23]=[C:15]12.[K].O. (2) Given the product [NH2:1][C:2]1[C:7]([F:8])=[CH:6][N:5]([CH:9]2[CH2:13][CH2:12][CH:11]([NH:14][S:15]([C:18]3[CH:19]=[C:20]([C:28]4[CH:29]=[CH:30][CH:31]=[CH:32][C:27]=4[F:26])[CH:21]=[CH:22][CH:23]=3)(=[O:17])=[O:16])[CH2:10]2)[C:4](=[O:25])[N:3]=1, predict the reactants needed to synthesize it. The reactants are: [NH2:1][C:2]1[C:7]([F:8])=[CH:6][N:5]([CH:9]2[CH2:13][CH2:12][CH:11]([NH:14][S:15]([C:18]3[CH:23]=[CH:22][CH:21]=[C:20](Br)[CH:19]=3)(=[O:17])=[O:16])[CH2:10]2)[C:4](=[O:25])[N:3]=1.[F:26][C:27]1[CH:32]=[CH:31][CH:30]=[CH:29][C:28]=1B(O)O.C([O-])([O-])=O.[Na+].[Na+]. (3) The reactants are: [N:1]1([CH2:7][CH2:8][O:9][C:10]2[CH:15]=[CH:14][C:13]([C:16]3[C:24]4[C:19](=[CH:20][CH:21]=[C:22]([C:25]#[N:26])[CH:23]=4)[NH:18][N:17]=3)=[CH:12][CH:11]=2)[CH2:6][CH2:5][O:4][CH2:3][CH2:2]1.[N:27]([Sn](CCCC)(CCCC)CCCC)=[N+:28]=[N-:29]. Given the product [NH:27]1[C:25]([C:22]2[CH:23]=[C:24]3[C:19](=[CH:20][CH:21]=2)[NH:18][N:17]=[C:16]3[C:13]2[CH:12]=[CH:11][C:10]([O:9][CH2:8][CH2:7][N:1]3[CH2:6][CH2:5][O:4][CH2:3][CH2:2]3)=[CH:15][CH:14]=2)=[N:26][N:29]=[N:28]1, predict the reactants needed to synthesize it. (4) Given the product [Cl:14][C:2]1[NH:3][C:4]2[C:10]([CH3:11])=[CH:9][CH:8]=[CH:7][C:5]=2[N:6]=1, predict the reactants needed to synthesize it. The reactants are: O[C:2]1[NH:3][C:4]2[C:10]([CH3:11])=[CH:9][CH:8]=[CH:7][C:5]=2[N:6]=1.P(Cl)(Cl)([Cl:14])=O.N. (5) Given the product [CH2:5]([N:12]1[CH2:17][CH2:16]/[C:15](=[N:3]\[N:2]([CH3:4])[CH3:1])/[CH:14]([CH3:19])[CH2:13]1)[C:6]1[CH:11]=[CH:10][CH:9]=[CH:8][CH:7]=1, predict the reactants needed to synthesize it. The reactants are: [CH3:1][N:2]([CH3:4])[NH2:3].[CH2:5]([N:12]1[CH2:17][CH2:16][C:15](=O)[CH:14]([CH3:19])[CH2:13]1)[C:6]1[CH:11]=[CH:10][CH:9]=[CH:8][CH:7]=1. (6) Given the product [Cl:11][C:12]1[CH:21]=[C:20]([CH:22]([NH:24][C:2]2[N:10]=[CH:9][N:8]=[C:7]3[C:3]=2[N:4]=[CH:5][NH:6]3)[CH3:23])[C:19]([C:25]2[CH:30]=[CH:29][CH:28]=[C:27]([F:31])[CH:26]=2)=[C:18]2[C:13]=1[CH:14]=[CH:15][N:16]=[CH:17]2, predict the reactants needed to synthesize it. The reactants are: Br[C:2]1[N:10]=[CH:9][N:8]=[C:7]2[C:3]=1[N:4]=[CH:5][NH:6]2.[Cl:11][C:12]1[CH:21]=[C:20]([CH:22]([NH2:24])[CH3:23])[C:19]([C:25]2[CH:30]=[CH:29][CH:28]=[C:27]([F:31])[CH:26]=2)=[C:18]2[C:13]=1[CH:14]=[CH:15][N:16]=[CH:17]2.C(N(CC)C(C)C)(C)C. (7) Given the product [Cl:19][C:14]1[C:15]2[C:7]([C:1]3[CH:6]=[CH:5][CH:4]=[CH:3][CH:2]=3)=[CH:8][S:9][C:10]=2[N:11]=[CH:12][N:13]=1, predict the reactants needed to synthesize it. The reactants are: [C:1]1([C:7]2[C:15]3[C:14](=O)[NH:13][CH:12]=[N:11][C:10]=3[S:9][CH:8]=2)[CH:6]=[CH:5][CH:4]=[CH:3][CH:2]=1.P(Cl)(Cl)([Cl:19])=O. (8) Given the product [NH2:14][C:11]1[C:10]2[CH:5]=[C:6]([C:64]3[CH:69]=[C:68]([Cl:70])[CH:67]=[CH:66][C:65]=3[O:71][C:72]3[C:73]([F:96])=[CH:74][C:75]([S:79]([NH:80][C:81]4[N:86]=[CH:85][CH:84]=[CH:83][N:82]=4)(=[O:94])=[O:95])=[C:76]([F:78])[CH:77]=3)[CH:7]=[CH:8][C:9]=2[O:13][N:12]=1, predict the reactants needed to synthesize it. The reactants are: C([C:5]1[C:10]2[C:11]([N:14](C3C4C(C(C)(C)C)=C(C5C=C(Cl)C=CC=5OC5C=C(F)C(S(=O)(=O)N(C6N=CC=CN=6)CC6C=CC=CC=6)=CC=5F)C=CC=4ON=3)C(=O)[O-])=[N:12][O:13][C:9]=2[CH:8]=[CH:7][C:6]=1[C:64]1[CH:69]=[C:68]([Cl:70])[CH:67]=[CH:66][C:65]=1[O:71][C:72]1[CH:77]=[C:76]([F:78])[C:75]([S:79](=[O:95])(=[O:94])[N:80](CC2C=CC=CC=2)[C:81]2[N:86]=[CH:85][CH:84]=[CH:83][N:82]=2)=[CH:74][C:73]=1[F:96])(C)(C)C.C([SiH](CC)CC)C.FC(F)(F)S(O)(=O)=O.